This data is from Full USPTO retrosynthesis dataset with 1.9M reactions from patents (1976-2016). The task is: Predict the reactants needed to synthesize the given product. (1) Given the product [Cl:6][C:7]1[CH:12]=[CH:11][C:10]([N:13]2[C:14](=[O:24])[C:15]3[CH:16]=[CH:17][C:18]([O:21][CH3:22])=[CH:19][C:5]=3[O:4][C:2]2=[O:3])=[C:9]([F:25])[CH:8]=1, predict the reactants needed to synthesize it. The reactants are: Cl[C:2]([O:4][CH3:5])=[O:3].[Cl:6][C:7]1[CH:12]=[CH:11][C:10]([NH:13][C:14](=[O:24])[C:15]2C=[CH:19][C:18]([O:21][CH3:22])=[CH:17][C:16]=2O)=[C:9]([F:25])[CH:8]=1.Cl. (2) Given the product [CH2:1]([C:13]1[CH:18]=[CH:17][C:16]([S:19]([NH:23][C:24]2[S:28][C:27]([C:29]([O:31][CH2:32][CH3:33])=[O:30])=[N:26][N:25]=2)(=[O:21])=[O:20])=[CH:15][CH:14]=1)[CH2:2][CH2:3][CH2:4][CH2:5][CH2:6][CH2:7][CH2:8][CH2:9][CH2:10][CH2:11][CH3:12], predict the reactants needed to synthesize it. The reactants are: [CH2:1]([C:13]1[CH:18]=[CH:17][C:16]([S:19](Cl)(=[O:21])=[O:20])=[CH:15][CH:14]=1)[CH2:2][CH2:3][CH2:4][CH2:5][CH2:6][CH2:7][CH2:8][CH2:9][CH2:10][CH2:11][CH3:12].[NH2:23][C:24]1[S:28][C:27]([C:29]([O:31][CH2:32][CH3:33])=[O:30])=[N:26][N:25]=1.Cl. (3) Given the product [Cl:3][C:4]1[CH:9]=[CH:8][N:7]=[C:6]2[N:10]([Si:14]([CH:21]([CH3:23])[CH3:22])([CH:18]([CH3:20])[CH3:19])[CH:15]([CH3:17])[CH3:16])[CH:11]=[CH:12][C:5]=12, predict the reactants needed to synthesize it. The reactants are: [H-].[Na+].[Cl:3][C:4]1[CH:9]=[CH:8][N:7]=[C:6]2[NH:10][CH:11]=[CH:12][C:5]=12.Cl[Si:14]([CH:21]([CH3:23])[CH3:22])([CH:18]([CH3:20])[CH3:19])[CH:15]([CH3:17])[CH3:16].O. (4) Given the product [OH:57][C@H:56]([CH2:58][N:25]1[CH2:24][CH2:23][CH2:22][CH2:27][CH2:26]1)[CH2:55][O:54][C:41]1[CH:42]=[CH:43][C:44]2[C:45]3[N:46]([CH2:51][CH2:52][N:53]=3)[C:47]([NH2:50])=[N:48][C:49]=2[C:40]=1[O:39][CH3:38], predict the reactants needed to synthesize it. The reactants are: FC(F)(F)C(O)=O.FC(F)(F)C(O)=O.NC1[N:25]2[CH2:26][CH2:27]N=[C:24]2[C:23]2[CH:22]=CC(O)=C(OC)C=2N=1.C(=O)([O-])[O-].[Cs+].[Cs+].[CH3:38][O:39][C:40]1[C:49]2[N:48]=[C:47]([NH2:50])[N:46]3[CH2:51][CH2:52][N:53]=[C:45]3[C:44]=2[CH:43]=[CH:42][C:41]=1[O:54][CH2:55][C@H:56]1[CH2:58][O:57]1.N1CCCCC1. (5) Given the product [Br:1][C:2]1[C:6]([CH3:7])=[C:5]([NH:8][C:18](=[O:19])[O:20][C:21]2[CH:26]=[CH:25][CH:24]=[CH:23][CH:22]=2)[N:4]([C:9]2[CH:10]=[CH:11][CH:12]=[CH:13][CH:14]=2)[N:3]=1, predict the reactants needed to synthesize it. The reactants are: [Br:1][C:2]1[C:6]([CH3:7])=[C:5]([NH2:8])[N:4]([C:9]2[CH:14]=[CH:13][CH:12]=[CH:11][CH:10]=2)[N:3]=1.[OH-].[Na+].Cl[C:18]([O:20][C:21]1[CH:26]=[CH:25][CH:24]=[CH:23][CH:22]=1)=[O:19].